This data is from Catalyst prediction with 721,799 reactions and 888 catalyst types from USPTO. The task is: Predict which catalyst facilitates the given reaction. (1) Reactant: O=[N+]([O-])[O-].[O-][N+](=O)[O-].[O-][N+](=O)[O-].[O-][N+](=O)[O-].[O-][N+](=O)[O-].[O-:21][N+](=O)[O-].[Ce+4].[NH4+].[NH4+].[CH2:28]([O:30][C:31]([C:33]1[CH:37]=[CH:36][N:35]([CH:38]([CH3:40])[CH3:39])[C:34]=1[CH3:41])=[O:32])[CH3:29]. Product: [CH2:28]([O:30][C:31]([C:33]1[CH:37]=[CH:36][N:35]([CH:38]([CH3:40])[CH3:39])[C:34]=1[CH:41]=[O:21])=[O:32])[CH3:29]. The catalyst class is: 144. (2) Reactant: [Br:1][C:2]1[CH:3]=[CH:4][C:5]2[O:14][C:13]3[C:12](=[O:15])[NH:11][C:10]([CH2:16][N:17]4[CH2:21][CH2:20][CH:19]([C:22]([OH:24])=O)[CH2:18]4)=[N:9][C:8]=3[C:6]=2[CH:7]=1.C(N(C(C)C)CC)(C)C.[Cl:34][C:35]1[CH:42]=[CH:41][CH:40]=[CH:39][C:36]=1[CH2:37][NH2:38].CN(C(ON1N=NC2C=CC=NC1=2)=[N+](C)C)C.F[P-](F)(F)(F)(F)F. The catalyst class is: 44. Product: [Br:1][C:2]1[CH:3]=[CH:4][C:5]2[O:14][C:13]3[C:12](=[O:15])[NH:11][C:10]([CH2:16][N:17]4[CH2:21][CH2:20][CH:19]([C:22]([NH:38][CH2:37][C:36]5[CH:39]=[CH:40][CH:41]=[CH:42][C:35]=5[Cl:34])=[O:24])[CH2:18]4)=[N:9][C:8]=3[C:6]=2[CH:7]=1. (3) Reactant: [NH:1]1[CH:5]=[CH:4][CH:3]=[C:2]1[C:6](=[O:8])[CH3:7].CCN(CC)CC.FC(F)(F)S(O[Si:22]([CH3:25])([CH3:24])[CH3:23])(=O)=O. Product: [CH3:23][Si:22]([CH3:25])([CH3:24])[O:8][C:6]([C:2]1[NH:1][CH:5]=[CH:4][CH:3]=1)=[CH2:7]. The catalyst class is: 124. (4) Reactant: [Cl:1][C:2]1[C:7]([CH2:8][CH:9]=[O:10])=[C:6]([C:11]2[CH:16]=[CH:15][CH:14]=[CH:13][CH:12]=2)[N:5]=[CH:4][N:3]=1.[BH4-].[Na+]. Product: [Cl:1][C:2]1[C:7]([CH2:8][CH2:9][OH:10])=[C:6]([C:11]2[CH:16]=[CH:15][CH:14]=[CH:13][CH:12]=2)[N:5]=[CH:4][N:3]=1. The catalyst class is: 5. (5) Reactant: C(OC([N:8]1[CH2:13][CH:12]=[C:11]([C:14]2[C:19]([C:20]#[C:21][C:22]3[CH:23]=[N:24][C:25]([NH2:28])=[CH:26][CH:27]=3)=[C:18]([CH3:29])[N:17]=[C:16]([NH2:30])[N:15]=2)[CH2:10][CH2:9]1)=O)(C)(C)C.C(O)(C(F)(F)F)=O.C([O-])([O-])=O.[Na+].[Na+]. Product: [NH2:28][C:25]1[N:24]=[CH:23][C:22]([C:21]#[C:20][C:19]2[C:18]([CH3:29])=[N:17][C:16]([NH2:30])=[N:15][C:14]=2[C:11]2[CH2:12][CH2:13][NH:8][CH2:9][CH:10]=2)=[CH:27][CH:26]=1. The catalyst class is: 2. (6) The catalyst class is: 87. Reactant: [CH3:1][N:2]([C@H:9]1[C:18]2[N:17]=[CH:16][CH:15]=[CH:14][C:13]=2[CH2:12][CH2:11][CH2:10]1)[CH2:3][C:4](OCC)=O.[OH-].[Li+].CN(CC1NC2C=CC(C(N3CCC(CCN4CCCC4)CC3)=O)=CC=2N=1)C1C2N=CC=CC=2CCC1.[CH3:58][N:59]1[CH2:64][CH2:63][N:62]([C:65]2[CH:70]=[CH:69][CH:68]=[C:67]([NH2:71])[C:66]=2[NH2:72])[CH2:61][CH2:60]1.O=C1N(P(Cl)(N2CCOC2=O)=O)CCO1.C(N(CC)C(C)C)(C)C. Product: [CH3:1][N:2]([CH2:3][C:4]1[NH:71][C:67]2[CH:68]=[CH:69][CH:70]=[C:65]([N:62]3[CH2:61][CH2:60][N:59]([CH3:58])[CH2:64][CH2:63]3)[C:66]=2[N:72]=1)[C@H:9]1[C:18]2[N:17]=[CH:16][CH:15]=[CH:14][C:13]=2[CH2:12][CH2:11][CH2:10]1. (7) Reactant: Cl[C:2]1[N:27]=[CH:26][CH:25]=[CH:24][C:3]=1[C:4]([NH:6][C@H:7]1[CH2:12][CH2:11][C@@H:10]([NH:13][C:14]2[N:19]=[C:18]([N:20]([CH3:22])[CH3:21])[C:17]([CH3:23])=[CH:16][N:15]=2)[CH2:9][CH2:8]1)=[O:5].[F:28][C:29]1[CH:34]=[CH:33][C:32]([OH:35])=[CH:31][CH:30]=1.C([O-])([O-])=O.[Cs+].[Cs+].O1CCOCC1. Product: [CH3:21][N:20]([CH3:22])[C:18]1[C:17]([CH3:23])=[CH:16][N:15]=[C:14]([NH:13][C@@H:10]2[CH2:11][CH2:12][C@H:7]([NH:6][C:4](=[O:5])[C:3]3[CH:24]=[CH:25][CH:26]=[N:27][C:2]=3[O:35][C:32]3[CH:33]=[CH:34][C:29]([F:28])=[CH:30][CH:31]=3)[CH2:8][CH2:9]2)[N:19]=1. The catalyst class is: 2.